The task is: Regression/Classification. Given a drug SMILES string, predict its absorption, distribution, metabolism, or excretion properties. Task type varies by dataset: regression for continuous measurements (e.g., permeability, clearance, half-life) or binary classification for categorical outcomes (e.g., BBB penetration, CYP inhibition). Dataset: cyp2c9_veith.. This data is from CYP2C9 inhibition data for predicting drug metabolism from PubChem BioAssay. (1) The drug is CC(C)C(=O)N[C@@H]1CCCN1C(=O)/C=C\c1ccccc1. The result is 0 (non-inhibitor). (2) The compound is COc1cc(/C=C(/C#N)C(=O)NCCc2c[nH]c3ccccc23)ccc1OCc1ccccc1F. The result is 0 (non-inhibitor). (3) The compound is C[C@@H](C(=O)Nc1ccc2ccccc2c1)[C@H]1C[C@]1(C)[C@H](NS(=O)(=O)c1ccc2ccccc2c1)c1ccccc1. The result is 0 (non-inhibitor). (4) The molecule is CCn1cc(C(=O)O)c(=O)c2cc(F)c(N3CCNCC3)cc21. The result is 0 (non-inhibitor).